Task: Regression. Given two drug SMILES strings and cell line genomic features, predict the synergy score measuring deviation from expected non-interaction effect.. Dataset: NCI-60 drug combinations with 297,098 pairs across 59 cell lines (1) Drug 1: CC1OCC2C(O1)C(C(C(O2)OC3C4COC(=O)C4C(C5=CC6=C(C=C35)OCO6)C7=CC(=C(C(=C7)OC)O)OC)O)O. Drug 2: C(CC(=O)O)C(=O)CN.Cl. Cell line: SW-620. Synergy scores: CSS=34.9, Synergy_ZIP=3.07, Synergy_Bliss=2.31, Synergy_Loewe=-30.8, Synergy_HSA=1.61. (2) Drug 1: C1=NC2=C(N=C(N=C2N1C3C(C(C(O3)CO)O)O)F)N. Drug 2: C#CCC(CC1=CN=C2C(=N1)C(=NC(=N2)N)N)C3=CC=C(C=C3)C(=O)NC(CCC(=O)O)C(=O)O. Cell line: SNB-19. Synergy scores: CSS=43.7, Synergy_ZIP=-5.19, Synergy_Bliss=-10.0, Synergy_Loewe=-16.0, Synergy_HSA=-9.67. (3) Drug 1: C1=NC(=NC(=O)N1C2C(C(C(O2)CO)O)O)N. Drug 2: CC1CCC2CC(C(=CC=CC=CC(CC(C(=O)C(C(C(=CC(C(=O)CC(OC(=O)C3CCCCN3C(=O)C(=O)C1(O2)O)C(C)CC4CCC(C(C4)OC)OCCO)C)C)O)OC)C)C)C)OC. Cell line: MOLT-4. Synergy scores: CSS=26.3, Synergy_ZIP=-5.98, Synergy_Bliss=-4.62, Synergy_Loewe=-3.47, Synergy_HSA=-2.95. (4) Drug 1: C1CC(C1)(C(=O)O)C(=O)O.[NH2-].[NH2-].[Pt+2]. Drug 2: COC1=C2C(=CC3=C1OC=C3)C=CC(=O)O2. Synergy scores: CSS=7.63, Synergy_ZIP=-0.392, Synergy_Bliss=3.50, Synergy_Loewe=0.771, Synergy_HSA=2.07. Cell line: SN12C.